From a dataset of CYP1A2 inhibition data for predicting drug metabolism from PubChem BioAssay. Regression/Classification. Given a drug SMILES string, predict its absorption, distribution, metabolism, or excretion properties. Task type varies by dataset: regression for continuous measurements (e.g., permeability, clearance, half-life) or binary classification for categorical outcomes (e.g., BBB penetration, CYP inhibition). Dataset: cyp1a2_veith. (1) The molecule is O=C(CSc1nnc(CNc2ccc(F)cc2)o1)OC1CCCCC1. The result is 1 (inhibitor). (2) The drug is Nc1c(Cl)ncnc1N1CCOCC1. The result is 0 (non-inhibitor).